Dataset: Reaction yield outcomes from USPTO patents with 853,638 reactions. Task: Predict the reaction yield, written as a fraction of the theoretical maximum amount of product (1.0 means a 100% yield; for example, 0.34 means a 34% yield). (1) The reactants are Cl[C:2]1C=C(Cl)C=C(Cl)C=1O.C([Zn]CC)C.C(I)I.[Br:19][C:20]1[CH:25]=[CH:24][C:23]([C:26]([O:28][CH3:29])=[CH2:27])=[CH:22][CH:21]=1. The catalyst is C(Cl)Cl.CCCCC. The product is [Br:19][C:20]1[CH:21]=[CH:22][C:23]([C:26]2([O:28][CH3:29])[CH2:2][CH2:27]2)=[CH:24][CH:25]=1. The yield is 0.600. (2) The catalyst is C(Cl)Cl.O.[Cu]I.C1C=CC([P]([Pd]([P](C2C=CC=CC=2)(C2C=CC=CC=2)C2C=CC=CC=2)([P](C2C=CC=CC=2)(C2C=CC=CC=2)C2C=CC=CC=2)[P](C2C=CC=CC=2)(C2C=CC=CC=2)C2C=CC=CC=2)(C2C=CC=CC=2)C2C=CC=CC=2)=CC=1. The yield is 0.760. The reactants are Br[C:2]1[CH:3]=[C:4]2[C:9](=[CH:10][CH:11]=1)[CH:8]=[N:7][N:6]=[CH:5]2.C([Sn](CCCC)(CCCC)[C:17]1[S:21][C:20]([NH:22][C:23](=[O:29])[O:24][C:25]([CH3:28])([CH3:27])[CH3:26])=[N:19][CH:18]=1)CCC.CN(C=O)C.[F-].[Cs+]. The product is [CH:8]1[C:9]2[C:4](=[CH:3][C:2]([C:17]3[S:21][C:20]([NH:22][C:23](=[O:29])[O:24][C:25]([CH3:27])([CH3:26])[CH3:28])=[N:19][CH:18]=3)=[CH:11][CH:10]=2)[CH:5]=[N:6][N:7]=1. (3) The reactants are [C:1](=[O:4])([O-])N.[CH3:5][O:6][C:7](=[O:20])[NH:8][C:9]1[S:10][C:11]2[CH:17]=[CH:16][CH:15]=[C:14]([O:18][CH3:19])[C:12]=2[N:13]=1. No catalyst specified. The product is [CH3:5][O:6][C:7](=[O:20])[NH:8][C:9]1[S:10][C:11]2[C:17]([N:13]3[CH2:9][CH2:1][O:4][CH2:11][CH2:12]3)=[CH:16][CH:15]=[C:14]([O:18][CH3:19])[C:12]=2[N:13]=1. The yield is 0.580. (4) The reactants are [NH2:1][C@H:2]([CH2:21][OH:22])[CH2:3][CH2:4][C:5]1[CH:10]=[CH:9][C:8]([NH:11][C:12](=[O:20])[C:13]2[CH:18]=[CH:17][C:16]([Cl:19])=[CH:15][CH:14]=2)=[CH:7][CH:6]=1.C([O-])(=O)C.[Na+].[N:28]#[C:29]Br.[OH-].[Na+]. The catalyst is CO. The product is [NH2:28][C:29]1[O:22][CH2:21][C@H:2]([CH2:3][CH2:4][C:5]2[CH:6]=[CH:7][C:8]([NH:11][C:12](=[O:20])[C:13]3[CH:18]=[CH:17][C:16]([Cl:19])=[CH:15][CH:14]=3)=[CH:9][CH:10]=2)[N:1]=1. The yield is 0.560.